Task: Predict the reactants needed to synthesize the given product.. Dataset: Full USPTO retrosynthesis dataset with 1.9M reactions from patents (1976-2016) (1) Given the product [CH3:1][O:2][C:3]1[CH:4]=[C:5]([C:11]2[N:12]=[C:13]([NH:23][CH:24]3[CH2:26][CH2:25]3)[S:14][C:15]=2[C:16]2[CH:21]=[CH:20][N:19]=[C:18]([NH:42][C:39]3[CH:38]=[N:37][C:36]([O:35][C@@H:32]4[CH2:33][CH2:34][N:30]([CH2:29][CH2:28][F:27])[CH2:31]4)=[CH:41][CH:40]=3)[N:17]=2)[CH:6]=[C:7]([O:9][CH3:10])[CH:8]=1, predict the reactants needed to synthesize it. The reactants are: [CH3:1][O:2][C:3]1[CH:4]=[C:5]([C:11]2[N:12]=[C:13]([NH:23][CH:24]3[CH2:26][CH2:25]3)[S:14][C:15]=2[C:16]2[CH:21]=[CH:20][N:19]=[C:18](Cl)[N:17]=2)[CH:6]=[C:7]([O:9][CH3:10])[CH:8]=1.[F:27][CH2:28][CH2:29][N:30]1[CH2:34][CH2:33][C@@H:32]([O:35][C:36]2[CH:41]=[CH:40][C:39]([N+:42]([O-])=O)=[CH:38][N:37]=2)[CH2:31]1.CC(O)C.Cl. (2) Given the product [Br:1][C:2]1[S:6][C:5]([C:7]2[NH:11][N:10]=[N:9][N:8]=2)=[N:4][N:3]=1, predict the reactants needed to synthesize it. The reactants are: [Br:1][C:2]1[S:6][C:5]([C:7]2[N:8]=[N:9][N:10](CC(OCC)=O)[N:11]=2)=[N:4][N:3]=1.BrC1SC(C#N)=NN=1.[N-]=[N+]=[N-].[Na+].Cl. (3) Given the product [CH3:9][C:7]1[S:8][C:4]2[CH:3]=[C:2]([CH:14]=[CH:13][C:12]#[N:15])[CH:11]=[CH:10][C:5]=2[N:6]=1, predict the reactants needed to synthesize it. The reactants are: I[C:2]1[CH:11]=[CH:10][C:5]2[N:6]=[C:7]([CH3:9])[S:8][C:4]=2[CH:3]=1.[C:12](#[N:15])[CH:13]=[CH2:14].CC([O-])=O.[Na+].CC1C=CC=CC=1P(C1C=CC=CC=1C)C1C=CC=CC=1C. (4) Given the product [Cl:1][C:2]1[CH:3]=[CH:4][C:5]2[N:11]3[C:12]([C:15]4[N:16]=[N:17][N:18]([CH3:20])[N:19]=4)=[CH:13][CH:14]=[C:10]3[C@@H:9]([CH2:21][CH2:22][C:23]([N:25]3[CH2:30][CH2:29][CH:28]([CH2:31][C:32]([OH:34])=[O:33])[CH2:27][CH2:26]3)=[O:24])[O:8][C@H:7]([C:37]3[CH:42]=[CH:41][CH:40]=[C:39]([O:43][CH3:44])[C:38]=3[O:45][CH3:46])[C:6]=2[CH:47]=1, predict the reactants needed to synthesize it. The reactants are: [Cl:1][C:2]1[CH:3]=[CH:4][C:5]2[N:11]3[C:12]([C:15]4[N:16]=[N:17][N:18]([CH3:20])[N:19]=4)=[CH:13][CH:14]=[C:10]3[C@@H:9]([CH2:21][CH2:22][C:23]([N:25]3[CH2:30][CH2:29][CH:28]([CH2:31][C:32]([O:34]CC)=[O:33])[CH2:27][CH2:26]3)=[O:24])[O:8][C@H:7]([C:37]3[CH:42]=[CH:41][CH:40]=[C:39]([O:43][CH3:44])[C:38]=3[O:45][CH3:46])[C:6]=2[CH:47]=1. (5) Given the product [CH2:1]([N:4]1[C:12]2[C:7](=[CH:8][C:9]([CH3:15])=[CH:10][CH:11]=2)[C:6](=[O:13])[C:5]1=[O:14])[CH3:2], predict the reactants needed to synthesize it. The reactants are: [CH2:1]([N:4]1[C:12]2[C:7](=[CH:8][CH:9]=[CH:10][CH:11]=2)[C:6](=[O:13])[C:5]1=[O:14])[CH2:2]C.[CH3:15]C1C=C2C(=CC=1)NC(=O)C2=O.C(Br)C. (6) Given the product [Cl:1][C:2]1[CH:7]=[C:6]([C:11]2[CH:12]=[C:13]([CH3:16])[CH:14]=[CH:15][C:10]=2[CH3:9])[N:5]=[CH:4][N:3]=1, predict the reactants needed to synthesize it. The reactants are: [Cl:1][C:2]1[CH:7]=[C:6](Cl)[N:5]=[CH:4][N:3]=1.[CH3:9][C:10]1[CH:15]=[CH:14][C:13]([CH3:16])=[CH:12][C:11]=1B(O)O.C(=O)([O-])[O-].[Na+].[Na+]. (7) Given the product [F:21][C:22]1[CH:30]=[C:29]2[C:25]([C:26]([C:40]3[CH:41]=[CH:42][C:43]4[N:47]=[C:46]([NH2:48])[NH:45][C:44]=4[CH:49]=3)=[CH:27][NH:28]2)=[CH:24][CH:23]=1, predict the reactants needed to synthesize it. The reactants are: FC1C=C2C(C(I)=CN2S(C2C=CC=CC=2)(=O)=O)=CC=1.[F:21][C:22]1[CH:30]=[C:29]2[C:25]([C:26]([C:40]3[CH:41]=[CH:42][C:43]4[N:47]=[C:46]([NH2:48])[NH:45][C:44]=4[CH:49]=3)=[CH:27][N:28]2S(C2C=CC=CC=2)(=O)=O)=[CH:24][CH:23]=1. (8) Given the product [NH2:1][C:2]1[N:10]=[C:9]([Cl:11])[C:8]([N+:12]([O-:14])=[O:13])=[CH:7][C:3]=1[C:4]([OH:6])=[O:5], predict the reactants needed to synthesize it. The reactants are: [NH2:1][C:2]1[N:10]=[C:9]([Cl:11])[CH:8]=[CH:7][C:3]=1[C:4]([OH:6])=[O:5].[N+:12]([O-])([OH:14])=[O:13].